Task: Predict which catalyst facilitates the given reaction.. Dataset: Catalyst prediction with 721,799 reactions and 888 catalyst types from USPTO (1) Reactant: [NH:1]([C:13]([O:15][CH2:16][C:17]1[CH:22]=[CH:21][CH:20]=[CH:19][CH:18]=1)=[O:14])[NH:2][C:3]([O:5][CH2:6][C:7]1[CH:12]=[CH:11][CH:10]=[CH:9][CH:8]=1)=[O:4].C(=O)([O-])[O-].[Cs+].[Cs+].Br[CH:30]([CH2:38][CH2:39]Br)[C:31]([O:33][C:34]([CH3:37])([CH3:36])[CH3:35])=[O:32]. Product: [N:1]1([C:13]([O:15][CH2:16][C:17]2[CH:22]=[CH:21][CH:20]=[CH:19][CH:18]=2)=[O:14])[CH2:39][CH2:38][CH:30]([C:31]([O:33][C:34]([CH3:37])([CH3:36])[CH3:35])=[O:32])[N:2]1[C:3]([O:5][CH2:6][C:7]1[CH:12]=[CH:11][CH:10]=[CH:9][CH:8]=1)=[O:4]. The catalyst class is: 10. (2) Reactant: Cl[C:2]1[N:9]=[CH:8][CH:7]=[CH:6][C:3]=1[C:4]#[N:5].[CH3:10][CH:11]([OH:13])[CH3:12].[OH-].[K+].C1OCCOCCOCCOCCOCCOC1. Product: [CH:11]([O:13][C:2]1[N:9]=[CH:8][CH:7]=[CH:6][C:3]=1[C:4]#[N:5])([CH3:12])[CH3:10]. The catalyst class is: 11. (3) Reactant: [Br:1][C:2]1[CH:3]=[C:4]2[C:9](=[CH:10][CH:11]=1)[N:8]=[C:7]([CH3:12])[CH:6]=[CH:5]2.C1C(=O)N([Cl:20])C(=O)C1.C(OOC(=O)C1C=CC=CC=1)(=O)C1C=CC=CC=1. Product: [Br:1][C:2]1[CH:3]=[C:4]2[C:9](=[CH:10][CH:11]=1)[N:8]=[C:7]([CH2:12][Cl:20])[CH:6]=[CH:5]2. The catalyst class is: 48. (4) The catalyst class is: 24. Product: [CH3:25][S:24][C:23]1[C:15]([S:14][C:5]2[N:4]([CH2:3][CH2:2][NH:1][CH2:26][C:27]([CH3:30])([CH3:29])[CH3:28])[C:12]3[CH:11]=[CH:10][N:9]=[C:8]([NH2:13])[C:7]=3[N:6]=2)=[CH:16][C:17]2[O:21][CH2:20][O:19][C:18]=2[CH:22]=1. Reactant: [NH2:1][CH2:2][CH2:3][N:4]1[C:12]2[CH:11]=[CH:10][N:9]=[C:8]([NH2:13])[C:7]=2[N:6]=[C:5]1[S:14][C:15]1[C:23]([S:24][CH3:25])=[CH:22][C:18]2[O:19][CH2:20][O:21][C:17]=2[CH:16]=1.[CH:26](=O)[C:27]([CH3:30])([CH3:29])[CH3:28].[BH3-]C#N.[Na+]. (5) Product: [C:11]([C:15]1[CH:16]=[CH:17][C:18]([O:21][C:2]2[CH:7]=[CH:6][C:5]([N+:8]([O-:10])=[O:9])=[CH:4][CH:3]=2)=[CH:19][CH:20]=1)([CH3:14])([CH3:12])[CH3:13]. The catalyst class is: 3. Reactant: F[C:2]1[CH:7]=[CH:6][C:5]([N+:8]([O-:10])=[O:9])=[CH:4][CH:3]=1.[C:11]([C:15]1[CH:20]=[CH:19][C:18]([OH:21])=[CH:17][CH:16]=1)([CH3:14])([CH3:13])[CH3:12].C([O-])([O-])=O.[K+].[K+].